Dataset: Reaction yield outcomes from USPTO patents with 853,638 reactions. Task: Predict the reaction yield, written as a fraction of the theoretical maximum amount of product (1.0 means a 100% yield; for example, 0.34 means a 34% yield). (1) The reactants are [CH3:1][NH:2][C:3]1[CH:10]=[CH:9][C:6]([O:7][CH3:8])=[CH:5][CH:4]=1.[C:11]([OH:17])(=O)[CH2:12][C:13]([OH:15])=O.[OH-].[Na+]. No catalyst specified. The product is [OH:15][C:13]1[C:10]2[C:3](=[CH:4][CH:5]=[C:6]([O:7][CH3:8])[CH:9]=2)[N:2]([CH3:1])[C:11](=[O:17])[CH:12]=1. The yield is 0.500. (2) The reactants are [H-].[Na+].[Br:3][C:4]1[NH:8][CH:7]=[C:6]([C:9]([O:11][CH2:12]C)=[O:10])[C:5]=1[C:14]1[CH:19]=[CH:18][CH:17]=[CH:16][CH:15]=1.[C:20]1([S:26](Cl)(=[O:28])=[O:27])[CH:25]=[CH:24][CH:23]=[CH:22][CH:21]=1. No catalyst specified. The product is [Br:3][C:4]1[N:8]([S:26]([C:20]2[CH:25]=[CH:24][CH:23]=[CH:22][CH:21]=2)(=[O:28])=[O:27])[CH:7]=[C:6]([C:9]([O:11][CH3:12])=[O:10])[C:5]=1[C:14]1[CH:19]=[CH:18][CH:17]=[CH:16][CH:15]=1. The yield is 0.930. (3) The reactants are [C:1]([N:5]1[C:9]2[N:10]=[C:11]([NH:14][C:15](=[O:23])[C:16]3[CH:21]=[CH:20][C:19]([CH3:22])=[CH:18][CH:17]=3)[N:12]=[CH:13][C:8]=2[C:7](I)=[CH:6]1)([CH3:4])([CH3:3])[CH3:2].[NH2:25][CH2:26][C:27]1[CH:28]=[N:29][CH:30]=[CH:31][CH:32]=1.CN([CH:36]=[O:37])C. The catalyst is CCOC(C)=O.Cl[Pd](Cl)([P](C1C=CC=CC=1)(C1C=CC=CC=1)C1C=CC=CC=1)[P](C1C=CC=CC=1)(C1C=CC=CC=1)C1C=CC=CC=1. The product is [N:29]1[CH:30]=[CH:31][CH:32]=[C:27]([CH2:26][NH:25][C:36]([C:7]2[C:8]3[CH:13]=[N:12][C:11]([NH:14][C:15](=[O:23])[C:16]4[CH:21]=[CH:20][C:19]([CH3:22])=[CH:18][CH:17]=4)=[N:10][C:9]=3[N:5]([C:1]([CH3:4])([CH3:3])[CH3:2])[CH:6]=2)=[O:37])[CH:28]=1. The yield is 0.700. (4) The reactants are O1[CH2:6][CH2:5][O:4][CH2:3][CH2:2]1.C([Sn](CCCC)(CCCC)C(OCC)=C)CCC.Cl[C:26]1[N:31]=[CH:30][C:29]([O:32][CH2:33][CH3:34])=[CH:28][N:27]=1.[F-].[Cs+]. The catalyst is CC(C)([P](C(C)(C)C)([Pd][P](C(C)(C)C)(C(C)(C)C)C(C)(C)C)C(C)(C)C)C.CCCCCC.C(OCC)(=O)C. The product is [CH2:33]([O:32][C:29]1[CH:28]=[N:27][C:26]([C:5]([O:4][CH2:3][CH3:2])=[CH2:6])=[N:31][CH:30]=1)[CH3:34]. The yield is 0.636. (5) The reactants are [N+:1]([C:4]1[CH:9]=[CH:8][C:7]([N:10]2[CH:14]3[CH2:15][CH2:16][CH:11]2[CH2:12][CH2:13]3)=[CH:6][C:5]=1[C:17]([F:20])([F:19])[F:18])([O-])=O. The catalyst is [Pd]. The product is [CH:11]12[N:10]([C:7]3[CH:8]=[CH:9][C:4]([NH2:1])=[C:5]([C:17]([F:20])([F:18])[F:19])[CH:6]=3)[CH:14]([CH2:13][CH2:12]1)[CH2:15][CH2:16]2. The yield is 0.910. (6) The reactants are [CH3:1][O:2][C:3]1[CH:12]=[C:11]2[C:6]([C:7]([CH3:15])([CH3:14])[CH2:8][CH2:9][C:10]2=O)=[CH:5][C:4]=1[CH3:16].[C:17]([Mg]Cl)([CH3:20])([CH3:19])[CH3:18]. No catalyst specified. The product is [C:17]([C:10]1[C:11]2[C:6](=[CH:5][C:4]([CH3:16])=[C:3]([O:2][CH3:1])[CH:12]=2)[C:7]([CH3:15])([CH3:14])[CH2:8][CH:9]=1)([CH3:20])([CH3:19])[CH3:18]. The yield is 0.360.